This data is from Catalyst prediction with 721,799 reactions and 888 catalyst types from USPTO. The task is: Predict which catalyst facilitates the given reaction. (1) Reactant: [Cl:1][C:2]1[CH:11]=[C:10]([C:12](N(OC)C)=[O:13])[C:9]([C:18]2[CH:23]=[CH:22][CH:21]=[C:20]([F:24])[CH:19]=2)=[C:8]2[C:3]=1[CH:4]=[CH:5][CH:6]=[N:7]2.F[C:26](F)(F)S(OC1C(C(N(OC)C)=O)=CC(Cl)=C2C=1N=CC=C2)(=O)=O.C[Mg]Br. Product: [Cl:1][C:2]1[CH:11]=[C:10]([C:12](=[O:13])[CH3:26])[C:9]([C:18]2[CH:23]=[CH:22][CH:21]=[C:20]([F:24])[CH:19]=2)=[C:8]2[C:3]=1[CH:4]=[CH:5][CH:6]=[N:7]2. The catalyst class is: 7. (2) Reactant: [Cl:1][C:2]([Cl:7])([Cl:6])[C:3](O)=[O:4].ClC(Cl)(Cl)C([O-])=O.[Na+].[CH3:16][N:17]1[CH2:22][CH2:21][N:20]([C:23]2[CH:30]=[CH:29][C:26](C=O)=[CH:25][CH:24]=2)[CH2:19][CH2:18]1. Product: [Cl:1][C:2]([Cl:7])([Cl:6])[CH:3]([C:26]1[CH:25]=[CH:24][C:23]([N:20]2[CH2:21][CH2:22][N:17]([CH3:16])[CH2:18][CH2:19]2)=[CH:30][CH:29]=1)[OH:4]. The catalyst class is: 9. (3) Reactant: Cl[C:2]1[N:29]=[CH:28][C:5]2[N:6]=[C:7]([C:12]3[CH:17]=[CH:16][C:15]([O:18][CH2:19][CH2:20][CH2:21][N:22]4[CH2:27][CH2:26][CH2:25][CH2:24][CH2:23]4)=[CH:14][CH:13]=3)[N:8]([CH3:11])[C:9](=[O:10])[C:4]=2[CH:3]=1.[H][H]. Product: [CH3:11][N:8]1[C:9](=[O:10])[C:4]2[CH:3]=[CH:2][N:29]=[CH:28][C:5]=2[N:6]=[C:7]1[C:12]1[CH:13]=[CH:14][C:15]([O:18][CH2:19][CH2:20][CH2:21][N:22]2[CH2:27][CH2:26][CH2:25][CH2:24][CH2:23]2)=[CH:16][CH:17]=1. The catalyst class is: 586. (4) Reactant: C([NH:8][C:9]1[CH:14]=[CH:13][N:12]=[CH:11][C:10]=1[C:15]([O:17][CH3:18])=[O:16])(OC(C)(C)C)=O. Product: [NH2:8][C:9]1[CH:14]=[CH:13][N:12]=[CH:11][C:10]=1[C:15]([O:17][CH3:18])=[O:16]. The catalyst class is: 67. (5) Reactant: [CH3:1][N:2]([CH3:16])[C:3]1[CH:8]=[CH:7][C:6](/[CH:9]=[CH:10]/[C:11]([O:13][CH2:14][CH3:15])=[O:12])=[CH:5][CH:4]=1.FC(F)(F)S(O[C:23]1[CH:28]=[CH:27]C=[CH:25][C:24]=1[Si](C)(C)C)(=O)=O.[F-].[K+].C1OCCOCCOCCOCCOCCOC1. Product: [CH3:16][N:2]([C:1]1[CH:27]=[CH:28][CH:23]=[CH:24][CH:25]=1)[C:3]1[CH:4]=[CH:5][C:6](/[CH:9]=[CH:10]/[C:11]([O:13][CH2:14][CH3:15])=[O:12])=[CH:7][CH:8]=1. The catalyst class is: 1. (6) Product: [F:5][C:6]1[CH:7]=[C:8]([N+:1]([O-:4])=[O:2])[CH:9]=[C:10]2[C:14]=1[N:13]([CH:15]([CH3:16])[CH3:17])[C:12](=[O:18])[CH2:11]2. The catalyst class is: 65. Reactant: [N+:1]([O-:4])(O)=[O:2].[F:5][C:6]1[CH:7]=[CH:8][CH:9]=[C:10]2[C:14]=1[N:13]([CH:15]([CH3:17])[CH3:16])[C:12](=[O:18])[CH2:11]2. (7) Reactant: C[O:2][C:3](=[O:23])[C@@H:4]([OH:22])[C@H:5]([NH:14][C:15]([O:17][C:18]([CH3:21])([CH3:20])[CH3:19])=[O:16])[CH2:6][C:7]1[CH:12]=[CH:11][CH:10]=[C:9]([F:13])[CH:8]=1.[OH-].[Na+].CO. Product: [C:18]([O:17][C:15]([NH:14][C@H:5]([CH2:6][C:7]1[CH:12]=[CH:11][CH:10]=[C:9]([F:13])[CH:8]=1)[C@H:4]([OH:22])[C:3]([OH:23])=[O:2])=[O:16])([CH3:21])([CH3:19])[CH3:20]. The catalyst class is: 12.